From a dataset of Cav3 T-type calcium channel HTS with 100,875 compounds. Binary Classification. Given a drug SMILES string, predict its activity (active/inactive) in a high-throughput screening assay against a specified biological target. The molecule is S(CC(=O)N(c1cc(cc(c1)C)C)CCC#N)c1nn2c(cc(nc2n1)C)C. The result is 0 (inactive).